The task is: Regression. Given a peptide amino acid sequence and an MHC pseudo amino acid sequence, predict their binding affinity value. This is MHC class I binding data.. This data is from Peptide-MHC class I binding affinity with 185,985 pairs from IEDB/IMGT. The binding affinity (normalized) is 0.361. The peptide sequence is SEYKGPVTDV. The MHC is HLA-B40:01 with pseudo-sequence HLA-B40:01.